Task: Regression. Given two drug SMILES strings and cell line genomic features, predict the synergy score measuring deviation from expected non-interaction effect.. Dataset: NCI-60 drug combinations with 297,098 pairs across 59 cell lines (1) Drug 1: CC1CCC2CC(C(=CC=CC=CC(CC(C(=O)C(C(C(=CC(C(=O)CC(OC(=O)C3CCCCN3C(=O)C(=O)C1(O2)O)C(C)CC4CCC(C(C4)OC)OCCO)C)C)O)OC)C)C)C)OC. Drug 2: CC1CCCC2(C(O2)CC(NC(=O)CC(C(C(=O)C(C1O)C)(C)C)O)C(=CC3=CSC(=N3)C)C)C. Cell line: NCIH23. Synergy scores: CSS=53.1, Synergy_ZIP=6.37, Synergy_Bliss=3.76, Synergy_Loewe=-3.27, Synergy_HSA=4.46. (2) Drug 1: C1=CN(C(=O)N=C1N)C2C(C(C(O2)CO)O)O.Cl. Drug 2: CC1=C(C(=CC=C1)Cl)NC(=O)C2=CN=C(S2)NC3=CC(=NC(=N3)C)N4CCN(CC4)CCO. Cell line: UACC62. Synergy scores: CSS=21.0, Synergy_ZIP=-4.21, Synergy_Bliss=1.91, Synergy_Loewe=0.815, Synergy_HSA=1.23. (3) Drug 2: CC1CCC2CC(C(=CC=CC=CC(CC(C(=O)C(C(C(=CC(C(=O)CC(OC(=O)C3CCCCN3C(=O)C(=O)C1(O2)O)C(C)CC4CCC(C(C4)OC)O)C)C)O)OC)C)C)C)OC. Cell line: SNB-75. Drug 1: COC1=C(C=C2C(=C1)N=CN=C2NC3=CC(=C(C=C3)F)Cl)OCCCN4CCOCC4. Synergy scores: CSS=31.5, Synergy_ZIP=-3.42, Synergy_Bliss=1.42, Synergy_Loewe=6.81, Synergy_HSA=7.36. (4) Drug 1: C1CC(=O)NC(=O)C1N2CC3=C(C2=O)C=CC=C3N. Drug 2: COC1=NC(=NC2=C1N=CN2C3C(C(C(O3)CO)O)O)N. Cell line: PC-3. Synergy scores: CSS=11.9, Synergy_ZIP=-1.83, Synergy_Bliss=-1.83, Synergy_Loewe=8.01, Synergy_HSA=-0.983. (5) Drug 1: C1CN(CCN1C(=O)CCBr)C(=O)CCBr. Drug 2: CC(C)CN1C=NC2=C1C3=CC=CC=C3N=C2N. Cell line: CAKI-1. Synergy scores: CSS=14.4, Synergy_ZIP=-2.84, Synergy_Bliss=0.308, Synergy_Loewe=0.778, Synergy_HSA=-0.826. (6) Drug 1: C1CC(=O)NC(=O)C1N2CC3=C(C2=O)C=CC=C3N. Drug 2: CN(C)C1=NC(=NC(=N1)N(C)C)N(C)C. Cell line: M14. Synergy scores: CSS=-3.27, Synergy_ZIP=1.52, Synergy_Bliss=1.78, Synergy_Loewe=-0.837, Synergy_HSA=-1.61. (7) Drug 1: CN1C2=C(C=C(C=C2)N(CCCl)CCCl)N=C1CCCC(=O)O.Cl. Drug 2: CN(C(=O)NC(C=O)C(C(C(CO)O)O)O)N=O. Cell line: IGROV1. Synergy scores: CSS=-0.918, Synergy_ZIP=-0.0495, Synergy_Bliss=-0.771, Synergy_Loewe=-1.68, Synergy_HSA=-1.30.